Dataset: Forward reaction prediction with 1.9M reactions from USPTO patents (1976-2016). Task: Predict the product of the given reaction. (1) Given the reactants [C:1]1([C:7]2[C:8]([NH2:12])=[N:9][NH:10][CH:11]=2)[CH:6]=[CH:5][CH:4]=[CH:3][CH:2]=1.C(O/[C:17](/[C:26]([O-:28])=[O:27])=[C:18](/[O:22]C(=O)C)\[C:19]([O-:21])=O)(=O)C.[C:29]1(C)C=CC(S(O)(=O)=O)=CC=1.C(O)C, predict the reaction product. The product is: [CH3:29][O:28][C:26]([C:17]1[N:12]=[C:8]2[C:7]([C:1]3[CH:2]=[CH:3][CH:4]=[CH:5][CH:6]=3)=[CH:11][NH:10][N:9]2[C:19](=[O:21])[C:18]=1[OH:22])=[O:27]. (2) Given the reactants CC1(C)[C:28]2[C:23](=[C:24](P(C3C=CC=CC=3)C3C=CC=CC=3)[CH:25]=[CH:26][CH:27]=2)[O:22]C2C(P(C3C=CC=CC=3)C3C=CC=CC=3)=CC=CC1=2.C([O-])([O-])=O.[Na+].[Na+].N[C@H]1CCCC[C@@H]1O.I[C:58]1[C:62]2=[N:63][CH:64]=[CH:65][CH:66]=[C:61]2[N:60]([CH2:67][C:68]2[CH:69]=[N:70][C:71]([CH3:74])=[CH:72][CH:73]=2)[CH:59]=1.ClC1C=CN=C2C(C(=O)N[C@@H]3CCOC[C@H]3O)=C[N:84]([C:85](OC(C)(C)C)=[O:86])C=12.FC1C=CC(CN2C3C(=NC=CC=3)C(I)=C2)=CC=1, predict the reaction product. The product is: [OH:22][C@H:23]1[CH2:24][CH2:25][CH2:26][CH2:27][C@@H:28]1[NH:84][C:85]([C:58]1[C:62]2=[N:63][CH:64]=[CH:65][CH:66]=[C:61]2[N:60]([CH2:67][C:68]2[CH:69]=[N:70][C:71]([CH3:74])=[CH:72][CH:73]=2)[CH:59]=1)=[O:86]. (3) Given the reactants [Br:1][C:2]1[N:7]=[CH:6][C:5]([CH2:8][NH:9][CH2:10][CH2:11][O:12][CH3:13])=[CH:4][CH:3]=1.[C:14](O[C:14]([O:16][C:17]([CH3:20])([CH3:19])[CH3:18])=[O:15])([O:16][C:17]([CH3:20])([CH3:19])[CH3:18])=[O:15], predict the reaction product. The product is: [C:17]([O:16][C:14](=[O:15])[N:9]([CH2:8][C:5]1[CH:6]=[N:7][C:2]([Br:1])=[CH:3][CH:4]=1)[CH2:10][CH2:11][O:12][CH3:13])([CH3:20])([CH3:19])[CH3:18]. (4) Given the reactants [N+:1]([C:4]1[CH:13]=[CH:12][CH:11]=[C:10]2[C:5]=1[CH:6]=[CH:7][C:8](Cl)=[N:9]2)([O-])=O.[CH3:15][C:16]1[O:20][C:19]([CH2:21][NH2:22])=[CH:18][CH:17]=1.[F:23][C:24]1[CH:29]=[CH:28][C:27]([NH:30][S:31](Cl)(=[O:33])=[O:32])=[CH:26][CH:25]=1, predict the reaction product. The product is: [CH3:15][C:16]1[O:20][C:19]([CH2:21][NH:22][C:8]2[CH:7]=[CH:6][C:5]3[C:10](=[CH:11][CH:12]=[CH:13][C:4]=3[NH:1][S:31]([NH:30][C:27]3[CH:26]=[CH:25][C:24]([F:23])=[CH:29][CH:28]=3)(=[O:32])=[O:33])[N:9]=2)=[CH:18][CH:17]=1. (5) Given the reactants [OH-].[K+].COC.[NH2:6][CH2:7][CH2:8][NH:9][CH2:10][CH2:11][NH2:12].[C:13]([OH:22])(=[O:21])[CH2:14][CH2:15][CH2:16][CH2:17][C:18]([OH:20])=[O:19].C1OC1, predict the reaction product. The product is: [NH2:6][CH2:7][CH2:8][NH:9][CH2:10][CH2:11][NH2:12].[C:13]([OH:22])(=[O:21])[CH2:14][CH2:15][CH2:16][CH2:17][C:18]([OH:20])=[O:19]. (6) Given the reactants Br[C:2]1[C:3]([C:7]2[CH:14]=[CH:13][C:10]([C:11]#[N:12])=[CH:9][C:8]=2[CH3:15])=[CH:4][S:5][CH:6]=1.C(P(=[CH:37][C:38]([O:40][CH2:41][CH3:42])=[O:39])=O)(C1C=CC=CC=1)(C1C=CC=CC=1)C1C=CC=CC=1.[CH:43]1C=CC(P(C2C=CC=CC=2)C2C=CC=CC=2)=CC=1, predict the reaction product. The product is: [C:11]([C:10]1[CH:13]=[CH:14][C:7]([C:3]2[C:2](/[CH:43]=[CH:37]/[C:38]([O:40][CH2:41][CH3:42])=[O:39])=[CH:6][S:5][CH:4]=2)=[C:8]([CH3:15])[CH:9]=1)#[N:12]. (7) Given the reactants [CH3:1][C:2]1[O:6][C:5]([C:7]2[CH:12]=[CH:11][C:10]([C:13]([F:16])([F:15])[F:14])=[CH:9][CH:8]=2)=[N:4][C:3]=1[CH2:17][C:18](O)=[O:19].B.C1COCC1, predict the reaction product. The product is: [CH3:1][C:2]1[O:6][C:5]([C:7]2[CH:8]=[CH:9][C:10]([C:13]([F:16])([F:15])[F:14])=[CH:11][CH:12]=2)=[N:4][C:3]=1[CH2:17][CH2:18][OH:19]. (8) The product is: [F:1][C:2]1[CH:7]=[CH:6][C:5]([C:8]2[CH:13]=[CH:12][N:11]([C:18]3[CH:19]=[CH:20][C:21]4[C:22]5[CH2:31][N:30]([C:32]([O:34][C:35]([CH3:38])([CH3:37])[CH3:36])=[O:33])[CH2:29][CH2:28][C:23]=5[N:24]([CH3:27])[C:25]=4[CH:26]=3)[C:10](=[O:14])[CH:9]=2)=[C:4]([O:15][CH3:16])[CH:3]=1. Given the reactants [F:1][C:2]1[CH:7]=[CH:6][C:5]([C:8]2[CH:13]=[CH:12][NH:11][C:10](=[O:14])[CH:9]=2)=[C:4]([O:15][CH3:16])[CH:3]=1.Br[C:18]1[CH:19]=[CH:20][C:21]2[C:22]3[CH2:31][N:30]([C:32]([O:34][C:35]([CH3:38])([CH3:37])[CH3:36])=[O:33])[CH2:29][CH2:28][C:23]=3[N:24]([CH3:27])[C:25]=2[CH:26]=1, predict the reaction product.